Dataset: Catalyst prediction with 721,799 reactions and 888 catalyst types from USPTO. Task: Predict which catalyst facilitates the given reaction. Reactant: Cl.[NH2:2][C:3]1[CH:32]=[CH:31][C:6]2[NH:7][C:8]([C:13]3[C:14](=[O:30])[C:15]([CH3:29])([CH2:24][CH2:25][CH:26]([CH3:28])[CH3:27])[C:16]4[C:21]([C:22]=3[OH:23])=[CH:20][CH:19]=[CH:18][CH:17]=4)=[N:9][S:10](=[O:12])(=[O:11])[C:5]=2[CH:4]=1.[C:33]([NH:37][S:38](Cl)(=[O:40])=[O:39])(=[O:36])[CH2:34][CH3:35].C(N(CC)CC)C. Product: [OH:23][C:22]1[C:21]2[C:16](=[CH:17][CH:18]=[CH:19][CH:20]=2)[C:15]([CH3:29])([CH2:24][CH2:25][CH:26]([CH3:28])[CH3:27])[C:14](=[O:30])[C:13]=1[C:8]1[NH:7][C:6]2[CH:31]=[CH:32][C:3]([NH:2][S:38]([NH:37][C:33](=[O:36])[CH2:34][CH3:35])(=[O:40])=[O:39])=[CH:4][C:5]=2[S:10](=[O:12])(=[O:11])[N:9]=1. The catalyst class is: 4.